This data is from Forward reaction prediction with 1.9M reactions from USPTO patents (1976-2016). The task is: Predict the product of the given reaction. (1) The product is: [OH:1][C:2]([CH3:36])([CH3:35])[CH2:3][C@@:4]1([C:29]2[CH:30]=[CH:31][CH:32]=[CH:33][CH:34]=2)[O:9][C:8](=[O:10])[N:7]([C@H:11]([C:13]2[CH:14]=[CH:15][C:16]([C:19]3[CH:28]=[CH:27][C:22]([C:23]([NH:37][CH3:38])=[O:24])=[CH:21][N:20]=3)=[CH:17][CH:18]=2)[CH3:12])[CH2:6][CH2:5]1. Given the reactants [OH:1][C:2]([CH3:36])([CH3:35])[CH2:3][C@@:4]1([C:29]2[CH:34]=[CH:33][CH:32]=[CH:31][CH:30]=2)[O:9][C:8](=[O:10])[N:7]([C@H:11]([C:13]2[CH:18]=[CH:17][C:16]([C:19]3[CH:28]=[CH:27][C:22]([C:23](OC)=[O:24])=[CH:21][N:20]=3)=[CH:15][CH:14]=2)[CH3:12])[CH2:6][CH2:5]1.[NH2:37][CH3:38].CO, predict the reaction product. (2) Given the reactants [Br:1]N1C(=O)CCC1=O.[CH2:9]([C:11]1[S:12][CH:13]=[C:14]([C:16]2[CH:21]=[CH:20][C:19]([F:22])=[CH:18][CH:17]=2)[N:15]=1)[CH3:10].O, predict the reaction product. The product is: [Br:1][C:13]1[S:12][C:11]([CH2:9][CH3:10])=[N:15][C:14]=1[C:16]1[CH:21]=[CH:20][C:19]([F:22])=[CH:18][CH:17]=1. (3) Given the reactants C(OC([N:8]1[CH:12]=[C:11]([C:13]2[CH:14]=[C:15]3[C:20](=[CH:21][CH:22]=2)[N:19]=[C:18]([NH:23][C@@H:24]([C:26]2[CH:31]=[CH:30][CH:29]=[C:28]([O:32][CH3:33])[CH:27]=2)[CH3:25])[CH:17]=[N:16]3)[CH:10]=[N:9]1)=O)(C)(C)C.COC1C=C([C@H](NC2C=NC3C(=CC=C(C4C=NNC=4)C=3)N=2)C)C=CC=1.[ClH:60], predict the reaction product. The product is: [ClH:60].[CH3:33][O:32][C:28]1[CH:27]=[C:26]([C@H:24]([NH:23][C:18]2[CH:17]=[N:16][C:15]3[C:20](=[CH:21][CH:22]=[C:13]([C:11]4[CH:12]=[N:8][NH:9][CH:10]=4)[CH:14]=3)[N:19]=2)[CH3:25])[CH:31]=[CH:30][CH:29]=1. (4) Given the reactants [CH2:1]([O:3][C:4](=[O:31])[CH2:5][N:6]([CH2:17][C:18]([N:20]([N:22]1[CH2:30][C:29]2[C:24](=[CH:25][CH:26]=[CH:27][CH:28]=2)[CH2:23]1)[CH3:21])=[O:19])[C:7]1[CH:8]=[C:9]2[C:13](=[CH:14][C:15]=1[CH3:16])[NH:12][N:11]=[CH:10]2)[CH3:2].[H-].[Na+].[CH3:34]I, predict the reaction product. The product is: [CH2:1]([O:3][C:4](=[O:31])[CH2:5][N:6]([CH2:17][C:18]([N:20]([N:22]1[CH2:23][C:24]2[C:29](=[CH:28][CH:27]=[CH:26][CH:25]=2)[CH2:30]1)[CH3:21])=[O:19])[C:7]1[CH:8]=[C:9]2[C:13](=[CH:14][C:15]=1[CH3:16])[N:12]([CH3:34])[N:11]=[CH:10]2)[CH3:2]. (5) The product is: [C:1]([O:5][C:6](=[O:7])[NH:8][C:9]1[CH:10]=[CH:11][C:12]([S:15][C:16]2[CH:24]=[CH:23][C:19]([C:20](=[O:22])[NH:47][CH:45]([C:42]3[CH:43]=[CH:44][N:39]=[CH:40][CH:41]=3)[CH3:46])=[CH:18][C:17]=2[NH:25][C:26]2[C:27]3[CH:35]=[CH:34][C:33]([CH:36]([CH3:38])[CH3:37])=[N:32][C:28]=3[N:29]=[CH:30][N:31]=2)=[CH:13][CH:14]=1)([CH3:4])([CH3:2])[CH3:3]. Given the reactants [C:1]([O:5][C:6]([NH:8][C:9]1[CH:14]=[CH:13][C:12]([S:15][C:16]2[CH:24]=[CH:23][C:19]([C:20]([OH:22])=O)=[CH:18][C:17]=2[NH:25][C:26]2[C:27]3[CH:35]=[CH:34][C:33]([CH:36]([CH3:38])[CH3:37])=[N:32][C:28]=3[N:29]=[CH:30][N:31]=2)=[CH:11][CH:10]=1)=[O:7])([CH3:4])([CH3:3])[CH3:2].[N:39]1[CH:44]=[CH:43][C:42]([CH:45]([NH2:47])[CH3:46])=[CH:41][CH:40]=1, predict the reaction product.